Dataset: CYP2C19 inhibition data for predicting drug metabolism from PubChem BioAssay. Task: Regression/Classification. Given a drug SMILES string, predict its absorption, distribution, metabolism, or excretion properties. Task type varies by dataset: regression for continuous measurements (e.g., permeability, clearance, half-life) or binary classification for categorical outcomes (e.g., BBB penetration, CYP inhibition). Dataset: cyp2c19_veith. (1) The molecule is C=CCn1c(NCc2ccccc2)nc2ccccc21. The result is 1 (inhibitor). (2) The drug is Cn1c(SCc2nnc(-c3ccc(F)cc3)o2)nnc1C1COc2ccccc2O1. The result is 1 (inhibitor).